From a dataset of Forward reaction prediction with 1.9M reactions from USPTO patents (1976-2016). Predict the product of the given reaction. (1) The product is: [Br:1][C:2]1[CH:3]=[CH:4][C:5](/[CH:6]=[CH:7]/[C:8]([OH:10])=[O:9])=[CH:13][CH:14]=1. Given the reactants [Br:1][C:2]1[CH:14]=[CH:13][C:5](/[CH:6]=[CH:7]/[C:8]([O:10]CC)=[O:9])=[CH:4][CH:3]=1.[OH-].[Na+].Cl, predict the reaction product. (2) Given the reactants Br[C:2]1[CH:3]=[C:4]([CH:9]=[CH:10][C:11]=1[O:12][CH:13]([CH3:15])[CH3:14])[C:5]([O:7][CH3:8])=[O:6].O.[CH3:17][N:18](C=O)C, predict the reaction product. The product is: [C:17]([C:2]1[CH:3]=[C:4]([CH:9]=[CH:10][C:11]=1[O:12][CH:13]([CH3:15])[CH3:14])[C:5]([O:7][CH3:8])=[O:6])#[N:18].